Dataset: Catalyst prediction with 721,799 reactions and 888 catalyst types from USPTO. Task: Predict which catalyst facilitates the given reaction. (1) Reactant: [Cl:1][CH2:2][CH2:3][CH2:4][N:5]=[C:6]=[O:7].[CH3:8][C:9]1[CH:14]=[CH:13][N:12]=[CH:11][C:10]=1[NH2:15].C(OC(=O)C)C. Product: [Cl:1][CH2:2][CH2:3][CH2:4][NH:5][C:6]([NH:15][C:10]1[CH:11]=[N:12][CH:13]=[CH:14][C:9]=1[CH3:8])=[O:7]. The catalyst class is: 11. (2) Reactant: [Si:1]([O:8][C@H:9]1[CH2:18][C:17]([CH3:20])([CH3:19])[CH2:16][C:15]2[N:14]=[C:13]([CH:21]([CH3:23])[CH3:22])[C:12]([CH:24]=[O:25])=[C:11]([I:26])[C:10]1=2)([C:4]([CH3:7])([CH3:6])[CH3:5])([CH3:3])[CH3:2].I[C:28]1[CH:33]=[CH:32][C:31]([S:34]([F:39])([F:38])([F:37])([F:36])[F:35])=[CH:30][CH:29]=1.C([Mg]Cl)(C)C.[Cl-].[Li+].C([Mg]Cl)(C)C. Product: [Si:1]([O:8][C@H:9]1[CH2:18][C:17]([CH3:19])([CH3:20])[CH2:16][C:15]2[N:14]=[C:13]([CH:21]([CH3:22])[CH3:23])[C:12]([C@H:24]([C:28]3[CH:29]=[CH:30][C:31]([S:34]([F:37])([F:35])([F:39])([F:36])[F:38])=[CH:32][CH:33]=3)[OH:25])=[C:11]([I:26])[C:10]1=2)([C:4]([CH3:5])([CH3:6])[CH3:7])([CH3:3])[CH3:2]. The catalyst class is: 7. (3) Reactant: [F:1][CH2:2][CH2:3][CH2:4][S:5](Cl)(=[O:7])=[O:6].[Cl:9][C:10]1[CH:15]=[C:14]([Cl:16])[CH:13]=[CH:12][C:11]=1[N:17]1[C:21]([C:22]2[CH:27]=[CH:26][C:25]([OH:28])=[CH:24][CH:23]=2)=[C:20]([CH3:29])[C:19]([C:30]([NH:32][N:33]2[CH2:38][CH2:37][CH2:36][CH2:35][CH2:34]2)=[O:31])=[N:18]1.O. Product: [F:1][CH2:2][CH2:3][CH2:4][S:5]([O:28][C:25]1[CH:24]=[CH:23][C:22]([C:21]2[N:17]([C:11]3[CH:12]=[CH:13][C:14]([Cl:16])=[CH:15][C:10]=3[Cl:9])[N:18]=[C:19]([C:30]([NH:32][N:33]3[CH2:34][CH2:35][CH2:36][CH2:37][CH2:38]3)=[O:31])[C:20]=2[CH3:29])=[CH:27][CH:26]=1)(=[O:7])=[O:6]. The catalyst class is: 2. (4) Reactant: [CH3:1][C:2]1([CH3:30])[O:15][C:5]2([CH2:16][NH:17][C:18]([CH:20]3[CH2:25][CH2:24][CH:23]([NH:26]C(=O)O)[CH2:22][CH2:21]3)=[O:19])[O:6][CH2:7][CH:8]3[O:12][C:11]([CH3:14])([CH3:13])[O:10][CH:9]3[CH:4]2[O:3]1. Product: [CH3:1][C:2]1([CH3:30])[O:15][C:5]2([CH2:16][NH:17][C:18]([CH:20]3[CH2:21][CH2:22][CH:23]([NH2:26])[CH2:24][CH2:25]3)=[O:19])[O:6][CH2:7][CH:8]3[O:12][C:11]([CH3:13])([CH3:14])[O:10][CH:9]3[CH:4]2[O:3]1. The catalyst class is: 19. (5) Reactant: [C:1]1([CH:7]([C:14]2[CH:19]=[CH:18][CH:17]=[CH:16][CH:15]=2)[N:8]2[CH2:13][CH2:12][NH:11][CH2:10][CH2:9]2)[CH:6]=[CH:5][CH:4]=[CH:3][CH:2]=1.[CH:20]([N:33]([CH3:38])[CH2:34][C:35](O)=[O:36])([C:27]1[CH:32]=[CH:31][CH:30]=[CH:29][CH:28]=1)[C:21]1[CH:26]=[CH:25][CH:24]=[CH:23][CH:22]=1.C(Cl)CCl. Product: [CH:20]([N:33]([CH3:38])[CH2:34][C:35]([N:11]1[CH2:10][CH2:9][N:8]([CH:7]([C:1]2[CH:2]=[CH:3][CH:4]=[CH:5][CH:6]=2)[C:14]2[CH:19]=[CH:18][CH:17]=[CH:16][CH:15]=2)[CH2:13][CH2:12]1)=[O:36])([C:27]1[CH:28]=[CH:29][CH:30]=[CH:31][CH:32]=1)[C:21]1[CH:26]=[CH:25][CH:24]=[CH:23][CH:22]=1. The catalyst class is: 64.